From a dataset of Forward reaction prediction with 1.9M reactions from USPTO patents (1976-2016). Predict the product of the given reaction. (1) Given the reactants [C:1]1([C@@H:7]2[O:9][C@H:8]2[C:10]([O-:12])=O)[CH:6]=[CH:5][CH:4]=[CH:3][CH:2]=1.[K+].ClC(OCC(C)C)=O.CN1CCOCC1.[NH2:29][C:30]1[CH:35]=[CH:34][CH:33]=[CH:32][C:31]=1[OH:36], predict the reaction product. The product is: [OH:36][C:31]1[CH:32]=[CH:33][CH:34]=[CH:35][C:30]=1[NH:29][C:10]([C@H:8]1[C@H:7]([C:1]2[CH:2]=[CH:3][CH:4]=[CH:5][CH:6]=2)[O:9]1)=[O:12]. (2) The product is: [O:21]1[CH:25]=[CH:24][CH:23]=[C:22]1/[CH:26]=[CH:27]/[C:28]([NH:30][C:31]([NH:1][C:2]1[CH:7]=[CH:6][C:5]([C:8]2[C:9](=[O:18])[O:10][C:11]3[C:16]([CH:17]=2)=[CH:15][CH:14]=[CH:13][CH:12]=3)=[C:4]([O:19][CH3:20])[CH:3]=1)=[S:32])=[O:29]. Given the reactants [NH2:1][C:2]1[CH:7]=[CH:6][C:5]([C:8]2[C:9](=[O:18])[O:10][C:11]3[C:16]([CH:17]=2)=[CH:15][CH:14]=[CH:13][CH:12]=3)=[C:4]([O:19][CH3:20])[CH:3]=1.[O:21]1[CH:25]=[CH:24][CH:23]=[C:22]1/[CH:26]=[CH:27]/[C:28]([N:30]=[C:31]=[S:32])=[O:29], predict the reaction product. (3) Given the reactants [N:1]1[CH:6]=[C:5]([CH2:7][C:8]2[C:9](=[O:15])[NH:10][C:11](=[S:14])[NH:12][CH:13]=2)[CH:4]=[N:3][CH:2]=1.CCN(C(C)C)C(C)C.Cl[CH2:26][C:27]1[CH:28]=[CH:29][C:30]([O:35][C:36]2[CH:41]=[CH:40][C:39]([C:42]([F:45])([F:44])[F:43])=[CH:38][N:37]=2)=[C:31]([CH:34]=1)[C:32]#[N:33], predict the reaction product. The product is: [O:15]=[C:9]1[C:8]([CH2:7][C:5]2[CH:6]=[N:1][CH:2]=[N:3][CH:4]=2)=[CH:13][NH:12][C:11]([S:14][CH2:26][C:27]2[CH:28]=[CH:29][C:30]([O:35][C:36]3[CH:41]=[CH:40][C:39]([C:42]([F:45])([F:43])[F:44])=[CH:38][N:37]=3)=[C:31]([CH:34]=2)[C:32]#[N:33])=[N:10]1. (4) Given the reactants [C:1]([O:7][CH2:8][CH3:9])(=[O:6])[CH2:2][C:3]([CH3:5])=[O:4].[H-].[Na+].Br[CH2:13][C:14]([C:16]1[CH:21]=[CH:20][CH:19]=[CH:18][CH:17]=1)=[O:15], predict the reaction product. The product is: [C:3]([CH:2]([CH2:13][C:14](=[O:15])[C:16]1[CH:21]=[CH:20][CH:19]=[CH:18][CH:17]=1)[C:1]([O:7][CH2:8][CH3:9])=[O:6])(=[O:4])[CH3:5]. (5) Given the reactants [CH2:1]([O:3][C:4]([CH:6]1[CH2:11][CH2:10][C:9](=O)[CH:8](Br)[CH2:7]1)=[O:5])[CH3:2].[C:14]([NH2:20])([NH2:19])=[N:15][C:16]([NH2:18])=[S:17], predict the reaction product. The product is: [CH2:1]([O:3][C:4]([CH:6]1[CH2:11][CH2:10][C:9]2[N:18]=[C:16]([NH:15][C:14]([NH2:20])=[NH:19])[S:17][C:8]=2[CH2:7]1)=[O:5])[CH3:2].